This data is from Full USPTO retrosynthesis dataset with 1.9M reactions from patents (1976-2016). The task is: Predict the reactants needed to synthesize the given product. (1) The reactants are: [CH3:1][N:2]([CH2:4]/[CH:5]=[CH:6]/[C:7]([NH:9][C:10]1[CH:11]=[C:12]2[C:25]([NH:26][C:27]3[CH:28]=[CH:29][C:30]([F:34])=[C:31]([Cl:33])[CH:32]=3)=[N:24][CH:23]=[N:22][C:13]2=[CH:14][C:15]=1[O:16][C@@H:17]1[CH2:21][O:20][CH2:19][CH2:18]1)=[O:8])[CH3:3].[C:35]([OH:42])(=[O:41])/[CH:36]=[CH:37]\[C:38]([OH:40])=[O:39].C1COCC1. Given the product [CH3:3][N:2]([CH3:1])[CH2:4]/[CH:5]=[CH:6]/[C:7]([NH:9][C:10]1[CH:11]=[C:12]2[C:13]([N:22]=[CH:23][N:24]=[C:25]2[NH:26][C:27]2[CH:28]=[CH:29][C:30]([F:34])=[C:31]([Cl:33])[CH:32]=2)=[CH:14][C:15]=1[O:16][C@H:17]1[CH2:18][CH2:19][O:20][CH2:21]1)=[O:8].[CH:36](/[C:35]([OH:42])=[O:41])=[CH:37]/[C:38]([OH:40])=[O:39].[CH:36](/[C:35]([OH:42])=[O:41])=[CH:37]/[C:38]([OH:40])=[O:39], predict the reactants needed to synthesize it. (2) Given the product [NH2:1][C:2]1[N:6]([C:23]([O:25][C:26]([CH3:29])([CH3:28])[CH3:27])=[O:24])[N:5]=[C:4]([C:7]2[CH:8]=[CH:9][C:10]([O:13][CH2:14][C:15]3[CH:20]=[CH:19][CH:18]=[CH:17][CH:16]=3)=[CH:11][CH:12]=2)[C:3]=1[C:21]#[N:22], predict the reactants needed to synthesize it. The reactants are: [NH2:1][C:2]1[NH:6][N:5]=[C:4]([C:7]2[CH:12]=[CH:11][C:10]([O:13][CH2:14][C:15]3[CH:20]=[CH:19][CH:18]=[CH:17][CH:16]=3)=[CH:9][CH:8]=2)[C:3]=1[C:21]#[N:22].[C:23](O[C:23]([O:25][C:26]([CH3:29])([CH3:28])[CH3:27])=[O:24])([O:25][C:26]([CH3:29])([CH3:28])[CH3:27])=[O:24]. (3) Given the product [C:1]([O:4][C:5]1[CH:24]=[CH:23][C:8]([C:9]2[CH:10]([CH2:43][CH3:38])[S:53][C:12]3[C:17]([CH:18]=2)=[CH:16][CH:15]=[C:14]([O:19][C:20](=[O:22])[CH3:21])[CH:13]=3)=[CH:7][CH:6]=1)(=[O:3])[CH3:2], predict the reactants needed to synthesize it. The reactants are: [C:1]([O:4][C:5]1[CH:24]=[CH:23][C:8]([C:9]2[CH2:10]O[C:12]3[C:17]([CH:18]=2)=[CH:16][CH:15]=[C:14]([O:19][C:20](=[O:22])[CH3:21])[CH:13]=3)=[CH:7][CH:6]=1)(=[O:3])[CH3:2].C1C=CC([C+]([C:38]2[CH:43]=CC=CC=2)C2C=CC=CC=2)=CC=1.F[P-](F)(F)(F)(F)F.C([SH:53])C.